Dataset: Reaction yield outcomes from USPTO patents with 853,638 reactions. Task: Predict the reaction yield, written as a fraction of the theoretical maximum amount of product (1.0 means a 100% yield; for example, 0.34 means a 34% yield). The reactants are [CH3:1][S:2][C:3]1[CH:8]=[CH:7][C:6]([CH2:9][C:10]([OH:12])=[O:11])=[CH:5][CH:4]=1.S(=O)(=O)(O)O.[CH3:18]O. No catalyst specified. The product is [CH3:18][O:11][C:10](=[O:12])[CH2:9][C:6]1[CH:5]=[CH:4][C:3]([S:2][CH3:1])=[CH:8][CH:7]=1. The yield is 0.920.